This data is from Forward reaction prediction with 1.9M reactions from USPTO patents (1976-2016). The task is: Predict the product of the given reaction. Given the reactants [CH3:1][C:2]1([CH3:15])[CH2:11][CH2:10][C:9]([CH3:13])([CH3:12])[C:8]2[CH:7]=[C:6]([NH2:14])[CH:5]=[CH:4][C:3]1=2.C(N(CC)CC)C.[C:23]1([CH2:29][C:30](Cl)=[O:31])[CH:28]=[CH:27][CH:26]=[CH:25][CH:24]=1, predict the reaction product. The product is: [CH3:1][C:2]1([CH3:15])[CH2:11][CH2:10][C:9]([CH3:13])([CH3:12])[C:8]2[CH:7]=[C:6]([NH:14][C:30](=[O:31])[CH2:29][C:23]3[CH:28]=[CH:27][CH:26]=[CH:25][CH:24]=3)[CH:5]=[CH:4][C:3]1=2.